Dataset: Catalyst prediction with 721,799 reactions and 888 catalyst types from USPTO. Task: Predict which catalyst facilitates the given reaction. (1) Reactant: [F:1][C:2]1[C:11]2[C:6](=[CH:7][CH:8]=[CH:9][CH:10]=2)[C:5]([C@H:12]([NH:14][CH2:15][CH2:16][CH2:17][C@@H:18]2[CH2:27][C:26]3[C:21](=[CH:22][CH:23]=[CH:24][CH:25]=3)[CH:20]([OH:28])[CH2:19]2)[CH3:13])=[CH:4][CH:3]=1.[CH3:29][C:30]([O:33][C:34](O[C:34]([O:33][C:30]([CH3:32])([CH3:31])[CH3:29])=[O:35])=[O:35])([CH3:32])[CH3:31].O. Product: [C:30]([O:33][C:34](=[O:35])[N:14]([C@@H:12]([C:5]1[C:6]2[C:11](=[CH:10][CH:9]=[CH:8][CH:7]=2)[C:2]([F:1])=[CH:3][CH:4]=1)[CH3:13])[CH2:15][CH2:16][CH2:17][C@H:18]1[CH2:19][CH:20]([OH:28])[C:21]2[C:26](=[CH:25][CH:24]=[CH:23][CH:22]=2)[CH2:27]1)([CH3:32])([CH3:31])[CH3:29]. The catalyst class is: 10. (2) Reactant: I[CH:2]1[CH2:6][CH2:5][CH2:4][CH2:3]1.[CH3:7][C:8]1[CH:13]=[CH:12][C:11]([C@:14]2([O:23][C@H:22]([CH2:24][OH:25])[C@@H:20]([OH:21])[C@H:18]([OH:19])[C@H:16]2[OH:17])[OH:15])=[CH:10][C:9]=1[CH2:26][C:27]1[CH:32]=[CH:31][C:30]([OH:33])=[CH:29][CH:28]=1.C(=O)([O-])[O-].[Cs+].[Cs+]. Product: [CH3:7][C:8]1[CH:13]=[CH:12][C:11]([C@:14]2([O:23][C@H:22]([CH2:24][OH:25])[C@@H:20]([OH:21])[C@H:18]([OH:19])[C@H:16]2[OH:17])[OH:15])=[CH:10][C:9]=1[CH2:26][C:27]1[CH:28]=[CH:29][C:30]([O:33][CH:2]2[CH2:6][CH2:5][CH2:4][CH2:3]2)=[CH:31][CH:32]=1. The catalyst class is: 391. (3) Reactant: [C:1](Cl)(=O)[C:2]([Cl:4])=[O:3].CN(C)C=O.[CH3:12][N:13]1[C:17](C(O)=O)=[C:16](C)[C:15]([C:22]2[CH:27]=[CH:26][C:25]([O:28][CH2:29][C:30]3[CH:35]=[CH:34][CH:33]=[CH:32][C:31]=3[N:36]3[C:40](=[O:41])[N:39]([CH3:42])[N:38]=[N:37]3)=[C:24]([CH3:43])[CH:23]=2)=[N:14]1. Product: [CH3:12][N:13]1[C:1]([C:2]([Cl:4])=[O:3])=[C:16]([CH3:17])[C:15]([C:22]2[CH:27]=[CH:26][C:25]([O:28][CH2:29][C:30]3[CH:35]=[CH:34][CH:33]=[CH:32][C:31]=3[N:36]3[C:40](=[O:41])[N:39]([CH3:42])[N:38]=[N:37]3)=[C:24]([CH3:43])[CH:23]=2)=[N:14]1. The catalyst class is: 7. (4) Reactant: CC(C)([O-])C.[Na+].[CH:7]([C:9]1[CH:18]=[CH:17][C:12]([C:13]([O:15][CH3:16])=[O:14])=[CH:11][CH:10]=1)=[CH2:8].C1(C)C=CC=C[C:20]=1[CH2:25][N+:26]#[C-]. Product: [NH:26]1[CH:25]=[CH:20][C:7]([C:9]2[CH:18]=[CH:17][C:12]([C:13]([O:15][CH3:16])=[O:14])=[CH:11][CH:10]=2)=[CH:8]1. The catalyst class is: 58. (5) Reactant: [N:1]1[CH:6]=[CH:5][CH:4]=[C:3]([O:7][C:8]2[CH:9]=[C:10]([CH:13]=[CH:14][CH:15]=2)[C:11]#N)[CH:2]=1.[OH-:16].[Na+].Cl.C[OH:20].C(Cl)Cl. Product: [N:1]1[CH:6]=[CH:5][CH:4]=[C:3]([O:7][C:8]2[CH:9]=[C:10]([CH:13]=[CH:14][CH:15]=2)[C:11]([OH:20])=[O:16])[CH:2]=1. The catalyst class is: 8. (6) Reactant: COC1C=CC(C[NH:8][C:9]2[C:18](/[CH:19]=[C:20](/[C:22]3[CH:27]=[C:26]([CH2:28][C:29]([CH3:32])([CH3:31])[CH3:30])[N:25]=[CH:24][N:23]=3)\[CH3:21])=[CH:17][C:16]3[C:11](=[CH:12][CH:13]=[C:14](Br)[CH:15]=3)[N:10]=2)=CC=1.C([O-])(=O)C.[K+].[C:41]1([CH3:50])[CH:46]=[CH:45][CH:44]=[CH:43][C:42]=1B(O)O.O. Product: [CH2:28]([C:26]1[N:25]=[CH:24][N:23]=[C:22]([CH:20]([CH3:21])[CH2:19][C:18]2[C:9]([NH2:8])=[N:10][C:11]3[C:16]([CH:17]=2)=[CH:15][C:14]([C:42]2[CH:43]=[CH:44][CH:45]=[CH:46][C:41]=2[CH3:50])=[CH:13][CH:12]=3)[CH:27]=1)[C:29]([CH3:30])([CH3:31])[CH3:32]. The catalyst class is: 63.